This data is from HIV replication inhibition screening data with 41,000+ compounds from the AIDS Antiviral Screen. The task is: Binary Classification. Given a drug SMILES string, predict its activity (active/inactive) in a high-throughput screening assay against a specified biological target. (1) The drug is O=[N+]([O-])N1CCCS1(=O)=O. The result is 0 (inactive). (2) The molecule is COC(=O)CSc1cc(Cl)c(C)cc1S(=O)(=O)Nc1n[nH]c(=N)[nH]1. The result is 0 (inactive). (3) The molecule is CC1(C)C=N[N+]2(C)C3C=CC(CC3)C12.[I-]. The result is 0 (inactive). (4) The compound is CCCc1cc(O)c2c(C)c3[nH]c4ccc(Cl)cc4c3c(C)c2n1.CS(=O)(=O)O. The result is 0 (inactive). (5) The molecule is C[N+]1(C2=C([O-])C(F)(F)C2=O)CCOCC1. The result is 0 (inactive). (6) The molecule is CC(C)(C)OC(=O)C1CCCC1=NNc1ccc([N+](=O)[O-])cc1[N+](=O)[O-]. The result is 0 (inactive). (7) The drug is Cn1nc2ccccc2cc1=O. The result is 0 (inactive).